This data is from Full USPTO retrosynthesis dataset with 1.9M reactions from patents (1976-2016). The task is: Predict the reactants needed to synthesize the given product. (1) Given the product [Br:9][C:4]1[CH:5]=[C:6]([N:20]([C:47]2[CH:48]=[CH:49][C:50]3[S:25][C:24]4[CH:23]=[CH:22][CH:21]=[CH:33][C:32]=4[C:51]=3[CH:52]=2)[C:11]2[CH:10]=[CH:19][C:56]3[C:54](=[CH:55][CH:14]=[CH:13][CH:12]=3)[CH:53]=2)[CH:7]=[C:2]([N:20]([C:21]2[CH:33]=[CH:32][C:24]3[S:25][C:26]4[CH:31]=[CH:30][CH:29]=[CH:28][C:27]=4[C:23]=3[CH:22]=2)[C:11]2[CH:12]=[CH:13][C:14]3[C:19](=[CH:18][CH:17]=[CH:16][CH:15]=3)[CH:10]=2)[CH:3]=1, predict the reactants needed to synthesize it. The reactants are: Br[C:2]1[CH:7]=[C:6](Br)[CH:5]=[C:4]([Br:9])[CH:3]=1.[CH:10]1[C:19]2[C:14](=[CH:15][CH:16]=[CH:17][CH:18]=2)[CH:13]=[CH:12][C:11]=1[NH:20][C:21]1[CH:33]=[CH:32][C:24]2[S:25][C:26]3[CH:31]=[CH:30][CH:29]=[CH:28][C:27]=3[C:23]=2[CH:22]=1.[CH:47]1[CH:52]=[CH:51][C:50](P([C:47]2[CH:52]=[CH:51][CH:50]=[CH:49][CH:48]=2)[C:47]2[CH:52]=[CH:51][CH:50]=[CH:49][CH:48]=2)=[CH:49][CH:48]=1.[CH3:53][C:54]([O-])([CH3:56])[CH3:55].[Na+]. (2) Given the product [CH3:1][O:2][C:3](=[O:12])[C:4]1[CH:9]=[CH:8][C:7]([NH2:10])=[C:6]([CH2:13][CH2:14][CH2:15][CH3:16])[CH:5]=1, predict the reactants needed to synthesize it. The reactants are: [CH3:1][O:2][C:3](=[O:12])[C:4]1[CH:9]=[CH:8][C:7]([NH2:10])=[C:6](I)[CH:5]=1.[CH:13]#[C:14][CH2:15][CH3:16]. (3) Given the product [CH3:1][S:2]([C:5]1[N:6]=[CH:7][C:8]([C:21]2[N:22]=[C:23]3[C:28](=[CH:29][CH:30]=2)[N:27]=[CH:26][C:25]2[CH:31]=[CH:32][C:33](=[O:45])[N:34]([C:35]4[CH:40]=[CH:39][CH:38]=[C:37]([C:41]([F:43])([F:42])[F:44])[CH:36]=4)[C:24]3=2)=[CH:9][CH:10]=1)(=[O:3])=[O:4], predict the reactants needed to synthesize it. The reactants are: [CH3:1][S:2]([C:5]1[CH:10]=[CH:9][C:8](B2OC(C)(C)C(C)(C)O2)=[CH:7][N:6]=1)(=[O:4])=[O:3].Cl[C:21]1[N:22]=[C:23]2[C:28](=[CH:29][CH:30]=1)[N:27]=[CH:26][C:25]1[CH:31]=[CH:32][C:33](=[O:45])[N:34]([C:35]3[CH:40]=[CH:39][CH:38]=[C:37]([C:41]([F:44])([F:43])[F:42])[CH:36]=3)[C:24]2=1.C(=O)([O-])[O-].[Na+].[Na+]. (4) Given the product [F:11][C:9]1[N:8]=[C:7]2[C:3]([N:4]=[CH:5][NH:6]2)=[C:2]([NH:28][CH2:27][C:22]2[CH:23]=[CH:24][CH:25]=[CH:26][N:21]=2)[N:10]=1, predict the reactants needed to synthesize it. The reactants are: Cl[C:2]1[N:10]=[C:9]([F:11])[N:8]=[C:7]2[C:3]=1[NH:4][CH:5]=[N:6]2.CCN(C(C)C)C(C)C.[N:21]1[CH:26]=[CH:25][CH:24]=[CH:23][C:22]=1[CH2:27][NH2:28].C(Cl)(Cl)Cl.